Task: Predict the reaction yield, written as a fraction of the theoretical maximum amount of product (1.0 means a 100% yield; for example, 0.34 means a 34% yield).. Dataset: Reaction yield outcomes from USPTO patents with 853,638 reactions (1) The reactants are [OH:1][C:2]1[CH:3]=[CH:4][C:5]([C:8]([O:10][CH3:11])=[O:9])=[N:6][CH:7]=1.C(=O)([O-])[O-].[Cs+].[Cs+].FC(F)(F)S(O[CH2:24][C:25]([F:28])([F:27])[F:26])(=O)=O.O. The catalyst is CN(C=O)C. The product is [F:26][C:25]([F:28])([F:27])[CH2:24][O:1][C:2]1[CH:3]=[CH:4][C:5]([C:8]([O:10][CH3:11])=[O:9])=[N:6][CH:7]=1. The yield is 0.660. (2) The reactants are Br.[O:2]1[CH2:7][CH2:6][N:5]([C:8]([NH2:10])=[NH:9])[CH2:4][CH2:3]1.C[O-].[Na+].CN([CH:17]=[C:18]([C:24](=O)[C:25]([CH3:28])([CH3:27])[CH3:26])[C:19]([O:21][CH2:22][CH3:23])=[O:20])C. The catalyst is CCOC(C)=O. The product is [C:25]([C:24]1[C:18]([C:19]([O:21][CH2:22][CH3:23])=[O:20])=[CH:17][N:10]=[C:8]([N:5]2[CH2:6][CH2:7][O:2][CH2:3][CH2:4]2)[N:9]=1)([CH3:28])([CH3:26])[CH3:27]. The yield is 0.450.